Dataset: Forward reaction prediction with 1.9M reactions from USPTO patents (1976-2016). Task: Predict the product of the given reaction. Given the reactants N1C=CN=C1.[Si:6](Cl)([C:9]([CH3:12])([CH3:11])[CH3:10])([CH3:8])[CH3:7].[CH3:14][O:15][C:16](=[O:21])[C@@H:17]([CH3:20])[CH2:18][OH:19].O, predict the reaction product. The product is: [CH3:14][O:15][C:16](=[O:21])[C@@H:17]([CH3:20])[CH2:18][O:19][Si:6]([C:9]([CH3:12])([CH3:11])[CH3:10])([CH3:8])[CH3:7].